This data is from Full USPTO retrosynthesis dataset with 1.9M reactions from patents (1976-2016). The task is: Predict the reactants needed to synthesize the given product. (1) Given the product [CH3:3][O:4][C:5]([CH3:11])([O:7][CH2:8][C:9]#[C:10][CH2:13][CH3:14])[CH3:6], predict the reactants needed to synthesize it. The reactants are: [NH2-].[Li+].[CH3:3][O:4][C:5]([CH3:11])([O:7][CH2:8][C:9]#[CH:10])[CH3:6].Br[CH2:13][CH3:14]. (2) Given the product [F:21][C:14]1[CH:15]=[C:16]([O:19][CH3:20])[CH:17]=[CH:18][C:13]=1[N:10]1[CH:11]([CH3:12])[C:5]2[C:6](=[N:7][C:2]([NH:29][C:30]3[CH:35]=[CH:34][CH:33]=[CH:32][CH:31]=3)=[N:3][CH:4]=2)[N:8]([C:23]2[CH:24]=[CH:25][CH:26]=[CH:27][CH:28]=2)[C:9]1=[O:22], predict the reactants needed to synthesize it. The reactants are: Cl[C:2]1[N:7]=[C:6]2[N:8]([C:23]3[CH:28]=[CH:27][CH:26]=[CH:25][CH:24]=3)[C:9](=[O:22])[N:10]([C:13]3[CH:18]=[CH:17][C:16]([O:19][CH3:20])=[CH:15][C:14]=3[F:21])[CH:11]([CH3:12])[C:5]2=[CH:4][N:3]=1.[NH2:29][C:30]1[CH:35]=[CH:34][CH:33]=[CH:32][CH:31]=1. (3) Given the product [C:1]([C:3]1([C:4]2[CH:5]=[C:6]([CH:11]=[CH:12][CH:13]=2)[C:7]([O:9][CH3:10])=[O:8])[CH2:18][CH2:17]1)#[N:2], predict the reactants needed to synthesize it. The reactants are: [C:1]([CH2:3][C:4]1[CH:5]=[C:6]([CH:11]=[CH:12][CH:13]=1)[C:7]([O:9][CH3:10])=[O:8])#[N:2].[H-].[Na+].Br[CH2:17][CH2:18]Br. (4) The reactants are: [CH3:1][O:2][C:3]1[CH:4]=[CH:5][C:6]([CH2:11][C@@H:12]2[C@@H:17]([CH2:18][C:19]3[CH:20]=[CH:21][C:22]([OH:27])=[C:23]([O:25][CH3:26])[CH:24]=3)[C:15](=[O:16])[O:14][CH2:13]2)=[CH:7][C:8]=1[O:9][CH3:10].[C:28]([OH:36])(=[O:35])[CH2:29][CH2:30][CH2:31][CH2:32][CH2:33][CH3:34].O. Given the product [CH3:1][O:2][C:3]1[CH:4]=[CH:5][C:6]([CH2:11][C@@H:12]2[C@@H:17]([CH2:18][C:19]3[CH:20]=[CH:21][C:22]([OH:27])=[C:23]([O:25][CH3:26])[CH:24]=3)[C:15](=[O:16])[O:14][CH2:13]2)=[CH:7][C:8]=1[O:9][CH3:10].[C:28]([O-:36])(=[O:35])[CH2:29][CH2:30][CH2:31][CH2:32][CH2:33][CH3:34], predict the reactants needed to synthesize it.